From a dataset of Full USPTO retrosynthesis dataset with 1.9M reactions from patents (1976-2016). Predict the reactants needed to synthesize the given product. Given the product [C:1]12([C:7]3[O:8][C:9]4[CH:19]=[C:18]([N:20]([CH3:25])[S:21]([CH3:24])(=[O:22])=[O:23])[C:17]([C:36]5[CH:37]=[CH:38][C:39]6[O:52][CH2:51][N:42]7[C:43]8[CH:44]=[CH:45][CH:46]=[C:47]([F:50])[C:48]=8[CH:49]=[C:41]7[C:40]=6[N:53]=5)=[CH:16][C:10]=4[C:11]=3[C:12]([NH:14][CH3:15])=[O:13])[CH2:6][CH:5]1[CH2:4][CH2:3][CH2:2]2, predict the reactants needed to synthesize it. The reactants are: [C:1]12([C:7]3[O:8][C:9]4[CH:19]=[C:18]([N:20]([CH3:25])[S:21]([CH3:24])(=[O:23])=[O:22])[C:17](B5OC(C)(C)C(C)(C)O5)=[CH:16][C:10]=4[C:11]=3[C:12]([NH:14][CH3:15])=[O:13])[CH2:6][CH:5]1[CH2:4][CH2:3][CH2:2]2.Cl[C:36]1[CH:37]=[CH:38][C:39]2[O:52][CH2:51][N:42]3[C:43]4[CH:44]=[CH:45][CH:46]=[C:47]([F:50])[C:48]=4[CH:49]=[C:41]3[C:40]=2[N:53]=1.[O-]P([O-])([O-])=O.[K+].[K+].[K+].CC(C1C=C(C(C)C)C(C2C=CC=CC=2P(C2CCCCC2)C2CCCCC2)=C(C(C)C)C=1)C.